From a dataset of Forward reaction prediction with 1.9M reactions from USPTO patents (1976-2016). Predict the product of the given reaction. (1) Given the reactants [OH:1][C@H:2]1[C@H:9]2[C@H:5]([N:6]([S:11]([C:14]3[CH:19]=[CH:18][CH:17]=[CH:16][C:15]=3[N+:20]([O-:22])=[O:21])(=[O:13])=[O:12])[C:7](=[O:10])[O:8]2)[CH2:4][CH2:3]1.N1C(C)=CC=CC=1C.FC(F)(F)S(O[Si:37]([C:40]([CH3:43])([CH3:42])[CH3:41])([CH3:39])[CH3:38])(=O)=O, predict the reaction product. The product is: [Si:37]([O:1][C@H:2]1[C@H:9]2[C@H:5]([N:6]([S:11]([C:14]3[CH:19]=[CH:18][CH:17]=[CH:16][C:15]=3[N+:20]([O-:22])=[O:21])(=[O:13])=[O:12])[C:7](=[O:10])[O:8]2)[CH2:4][CH2:3]1)([C:40]([CH3:43])([CH3:42])[CH3:41])([CH3:39])[CH3:38]. (2) Given the reactants [CH2:1]([NH:3][CH2:4][CH2:5][N:6]([CH3:8])[CH3:7])[CH3:2].[N:9]1[CH:14]=[CH:13][C:12]([C:15]2[S:16][CH:17]=[C:18]([C:20]3[C:21](=[O:33])[NH:22][C:23]4[C:28]([CH:29]=3)=[CH:27][CH:26]=[C:25]([C:30](O)=[O:31])[CH:24]=4)[N:19]=2)=[CH:11][CH:10]=1, predict the reaction product. The product is: [CH3:7][N:6]([CH3:8])[CH2:5][CH2:4][N:3]([CH2:1][CH3:2])[C:30]([C:25]1[CH:24]=[C:23]2[C:28]([CH:29]=[C:20]([C:18]3[N:19]=[C:15]([C:12]4[CH:11]=[CH:10][N:9]=[CH:14][CH:13]=4)[S:16][CH:17]=3)[C:21](=[O:33])[NH:22]2)=[CH:27][CH:26]=1)=[O:31]. (3) Given the reactants [Cl:1][C:2]1[CH:3]=[C:4]([CH2:9][CH2:10][C:11]([C:13]2[S:14][C:15]([C:18]3[CH:23]=[CH:22][C:21]([C:24]([F:27])([F:26])[F:25])=[CH:20][CH:19]=3)=[CH:16][CH:17]=2)=[O:12])[CH:5]=[CH:6][C:7]=1[OH:8].Br[C:29]([CH3:38])([CH3:37])[C:30]([O:32][C:33]([CH3:36])([CH3:35])[CH3:34])=[O:31], predict the reaction product. The product is: [Cl:1][C:2]1[CH:3]=[C:4]([CH2:9][CH2:10][C:11](=[O:12])[C:13]2[S:14][C:15]([C:18]3[CH:23]=[CH:22][C:21]([C:24]([F:27])([F:25])[F:26])=[CH:20][CH:19]=3)=[CH:16][CH:17]=2)[CH:5]=[CH:6][C:7]=1[O:8][C:29]([CH3:38])([CH3:37])[C:30]([O:32][C:33]([CH3:36])([CH3:35])[CH3:34])=[O:31]. (4) Given the reactants [Cl:1][C:2]1[CH:3]=[C:4]2[C:12](=[C:13]([NH2:17])[C:14]=1[S:15][CH3:16])[NH:11][C:10]1[CH:9]=[N:8][CH:7]=[CH:6][C:5]2=1.[CH3:18][C:19]1[N:27]=[CH:26][CH:25]=[CH:24][C:20]=1[C:21](O)=[O:22].Cl.CN(C)CCCN=C=NCC.O, predict the reaction product. The product is: [Cl:1][C:2]1[CH:3]=[C:4]2[C:12](=[C:13]([NH:17][C:21](=[O:22])[C:20]3[CH:24]=[CH:25][CH:26]=[N:27][C:19]=3[CH3:18])[C:14]=1[S:15][CH3:16])[NH:11][C:10]1[CH:9]=[N:8][CH:7]=[CH:6][C:5]2=1. (5) Given the reactants [CH3:1][C:2]1([C:22]([O:24]C)=[O:23])[CH2:11][C:10]2[C:5](=[CH:6][CH:7]=[CH:8][CH:9]=2)[CH2:4][N:3]1[C:12]([O:14][CH2:15][C:16]1[CH:21]=[CH:20][CH:19]=[CH:18][CH:17]=1)=[O:13].[OH-].[Li+].CO, predict the reaction product. The product is: [CH2:15]([O:14][C:12]([N:3]1[C:2]([CH3:1])([C:22]([OH:24])=[O:23])[CH2:11][C:10]2[C:5](=[CH:6][CH:7]=[CH:8][CH:9]=2)[CH2:4]1)=[O:13])[C:16]1[CH:21]=[CH:20][CH:19]=[CH:18][CH:17]=1.